Dataset: Peptide-MHC class I binding affinity with 185,985 pairs from IEDB/IMGT. Task: Regression. Given a peptide amino acid sequence and an MHC pseudo amino acid sequence, predict their binding affinity value. This is MHC class I binding data. (1) The peptide sequence is LITEQFLCY. The MHC is HLA-A02:03 with pseudo-sequence HLA-A02:03. The binding affinity (normalized) is 0.0847. (2) The peptide sequence is APAKKAAPA. The MHC is HLA-A11:01 with pseudo-sequence HLA-A11:01. The binding affinity (normalized) is 0.0847. (3) The MHC is HLA-B35:01 with pseudo-sequence HLA-B35:01. The peptide sequence is SPRSRNRSF. The binding affinity (normalized) is 0.437. (4) The peptide sequence is HEGHQTAAF. The MHC is HLA-B18:01 with pseudo-sequence HLA-B18:01. The binding affinity (normalized) is 0.227. (5) The peptide sequence is QWRRDNRRG. The MHC is Mamu-B03 with pseudo-sequence Mamu-B03. The binding affinity (normalized) is 0.156. (6) The peptide sequence is YQAENSTAE. The MHC is HLA-B27:05 with pseudo-sequence HLA-B27:05. The binding affinity (normalized) is 0.213. (7) The binding affinity (normalized) is 0.0229. The peptide sequence is FPREGVFVF. The MHC is HLA-A11:01 with pseudo-sequence HLA-A11:01. (8) The peptide sequence is ISRPGIRL. The MHC is H-2-Db with pseudo-sequence H-2-Db. The binding affinity (normalized) is 0.